Task: Predict which catalyst facilitates the given reaction.. Dataset: Catalyst prediction with 721,799 reactions and 888 catalyst types from USPTO Reactant: [C:1]1([C:7]2[CH:8]=[C:9]([CH2:16]O)[S:10][C:11]=2[C:12]([F:15])([F:14])[F:13])[CH:6]=[CH:5][CH:4]=[CH:3][CH:2]=1.[Cl:18]CCl. Product: [Cl:18][CH2:16][C:9]1[S:10][C:11]([C:12]([F:15])([F:14])[F:13])=[C:7]([C:1]2[CH:6]=[CH:5][CH:4]=[CH:3][CH:2]=2)[CH:8]=1. The catalyst class is: 309.